This data is from Reaction yield outcomes from USPTO patents with 853,638 reactions. The task is: Predict the reaction yield, written as a fraction of the theoretical maximum amount of product (1.0 means a 100% yield; for example, 0.34 means a 34% yield). (1) The reactants are Cl.[C:2]([C:6]1[N:7]=[C:8]([C:16]2[CH:21]=[CH:20][C:19]([F:22])=[CH:18][CH:17]=2)[C:9]2[CH2:15][NH:14][CH2:13][CH2:12][C:10]=2[N:11]=1)([CH3:5])([CH3:4])[CH3:3].C(OC(C1C(=O)CCN(C(OC(C)(C)C)=O)C1)=O)C.Cl.CC(C)(C)C(N)=N.CCN(CC)CC. The catalyst is C(O)(C)(C)C. The product is [C:2]([C:6]1[N:7]=[C:8]([C:16]2[CH:17]=[CH:18][C:19]([F:22])=[CH:20][CH:21]=2)[C:9]2[CH2:15][NH:14][CH2:13][CH2:12][C:10]=2[N:11]=1)([CH3:5])([CH3:3])[CH3:4]. The yield is 0.700. (2) The reactants are Br[C:2]1[CH:10]=[C:9]([F:11])[CH:8]=[C:7]2[C:3]=1[CH:4]=[CH:5][NH:6]2.[B:12]1([B:12]2[O:16][C:15]([CH3:18])([CH3:17])[C:14]([CH3:20])([CH3:19])[O:13]2)[O:16][C:15]([CH3:18])([CH3:17])[C:14]([CH3:20])([CH3:19])[O:13]1.CC([O-])=O.[K+].CCOC(C)=O. The catalyst is CS(C)=O.O. The product is [F:11][C:9]1[CH:8]=[C:7]2[C:3]([CH:4]=[CH:5][NH:6]2)=[C:2]([B:12]2[O:16][C:15]([CH3:18])([CH3:17])[C:14]([CH3:20])([CH3:19])[O:13]2)[CH:10]=1. The yield is 0.610. (3) The reactants are [NH2:1][C:2]1[CH:7]=[C:6]([CH:8]=[O:9])[N:5]=[C:4]([C:10]([O:12][CH3:13])=[O:11])[C:3]=1[Cl:14].[BH4-].[Na+].CO.Cl. The catalyst is C(OCC)C.C(OCC)(=O)C. The product is [NH2:1][C:2]1[CH:7]=[C:6]([CH2:8][OH:9])[N:5]=[C:4]([C:10]([O:12][CH3:13])=[O:11])[C:3]=1[Cl:14]. The yield is 0.510. (4) The reactants are C1([C@@H](N[C:10](=[O:19])[CH2:11][C@H:12]([CH2:17][OH:18])[CH2:13][CH2:14][CH2:15][CH3:16])C)C=CC=CC=1. The catalyst is OS(O)(=O)=O.O1CCOCC1. The product is [CH2:13]([C@H:12]1[CH2:17][O:18][C:10](=[O:19])[CH2:11]1)[CH2:14][CH2:15][CH3:16]. The yield is 0.780. (5) The reactants are [CH3:1][S:2][C:3]1[CH:8]=[CH:7][C:6](O)=[CH:5][CH:4]=1.[C:10]([OH:15])(=[O:14])[C:11]([CH3:13])=[CH2:12].[CH3:16]OC1C=CC(O)=CC=1.C1(C)C=CC(S(O)(=O)=O)=CC=1. The catalyst is C1(C)C(C)=CC=CC=1.C(Cl)Cl.O. The product is [C:10]([O:15][CH2:16][C:6]1[CH:7]=[CH:8][C:3]([S:2][CH3:1])=[CH:4][CH:5]=1)(=[O:14])[C:11]([CH3:13])=[CH2:12]. The yield is 0.400. (6) The reactants are [NH2:1][CH2:2][CH2:3][N:4]([CH3:15])[CH2:5][CH2:6][NH:7][C:8](=[O:14])[O:9][C:10]([CH3:13])([CH3:12])[CH3:11].[C:16](O)(=[O:23])[C:17]1[CH:22]=[CH:21][CH:20]=[N:19][CH:18]=1.CCN=C=NCCCN(C)C. The catalyst is CC#N.CCOC(C)=O. The product is [CH3:15][N:4]([CH2:3][CH2:2][NH:1][C:16](=[O:23])[C:17]1[CH:22]=[CH:21][CH:20]=[N:19][CH:18]=1)[CH2:5][CH2:6][NH:7][C:8](=[O:14])[O:9][C:10]([CH3:11])([CH3:12])[CH3:13]. The yield is 0.300.